From a dataset of Full USPTO retrosynthesis dataset with 1.9M reactions from patents (1976-2016). Predict the reactants needed to synthesize the given product. (1) Given the product [F:1][C:2]1[C:3]([CH3:33])=[C:4]([C@:8]2([C:21]([O:23][CH3:24])=[O:22])[CH2:12][CH2:11][C:10]([O:13][S:14]([C:17]([F:18])([F:20])[F:19])(=[O:15])=[O:16])=[CH:9]2)[CH:5]=[CH:6][C:7]=1[F:34], predict the reactants needed to synthesize it. The reactants are: [F:1][C:2]1[C:3]([CH3:33])=[C:4]([C@:8]2([C:21]([O:23][CH2:24]C3C=CC(OC)=CC=3)=[O:22])[CH2:12][CH2:11][C:10]([O:13][S:14]([C:17]([F:20])([F:19])[F:18])(=[O:16])=[O:15])=[CH:9]2)[CH:5]=[CH:6][CH:7]=1.[F:34]C1C(C)=C([C@]2(C(OC)=O)CCC(=O)C2)C=CC=1F. (2) Given the product [F:1][C:2]1[CH:8]=[CH:7][C:5]([NH:6][CH2:12][CH2:11][O:10][CH3:9])=[CH:4][CH:3]=1, predict the reactants needed to synthesize it. The reactants are: [F:1][C:2]1[CH:8]=[CH:7][C:5]([NH2:6])=[CH:4][CH:3]=1.[CH3:9][O:10][CH2:11][CH2:12]Br.C(=O)([O-])[O-].[Na+].[Na+].CN(C=O)C. (3) Given the product [F:19][C:13]1[CH:14]=[C:15]([CH3:18])[CH:16]=[CH:17][C:12]=1[C:7]1[C:6]([CH2:4][OH:3])=[C:10]([CH3:11])[O:9][N:8]=1, predict the reactants needed to synthesize it. The reactants are: C([O:3][C:4]([C:6]1[C:7]([C:12]2[CH:17]=[CH:16][C:15]([CH3:18])=[CH:14][C:13]=2[F:19])=[N:8][O:9][C:10]=1[CH3:11])=O)C.C(OC(C1C(C2C=CC=CC=2F)=NOC=1C)=O)C. (4) Given the product [F:22][C:19]1[CH:20]=[CH:21][C:16]([NH:1][CH:2]2[CH2:3][CH2:4][N:5]([C:8]([O:10][C:11]([CH3:14])([CH3:13])[CH3:12])=[O:9])[CH2:6][CH2:7]2)=[CH:17][CH:18]=1, predict the reactants needed to synthesize it. The reactants are: [NH2:1][CH:2]1[CH2:7][CH2:6][N:5]([C:8]([O:10][C:11]([CH3:14])([CH3:13])[CH3:12])=[O:9])[CH2:4][CH2:3]1.Br[C:16]1[CH:21]=[CH:20][C:19]([F:22])=[CH:18][CH:17]=1.C1(P(C2CCCCC2)C2C=CC=CC=2C2C(N(C)C)=CC=CC=2)CCCCC1. (5) The reactants are: [Cl:1][C:2]1[CH:27]=[CH:26][C:5]([O:6][C:7]2[CH:12]=[CH:11][C:10]([C:13]3[C:17]4[CH:18]=[C:19]([OH:22])[CH:20]=[CH:21][C:16]=4[O:15][N:14]=3)=[C:9]([CH2:23][CH2:24][CH3:25])[CH:8]=2)=[CH:4][CH:3]=1.[C:28]([O:33]C)(=[O:32])[C@@H:29]([CH3:31])O. Given the product [Cl:1][C:2]1[CH:27]=[CH:26][C:5]([O:6][C:7]2[CH:12]=[CH:11][C:10]([C:13]3[C:17]4[CH:18]=[C:19]([O:22][C@@H:29]([CH3:31])[C:28]([OH:33])=[O:32])[CH:20]=[CH:21][C:16]=4[O:15][N:14]=3)=[C:9]([CH2:23][CH2:24][CH3:25])[CH:8]=2)=[CH:4][CH:3]=1, predict the reactants needed to synthesize it. (6) The reactants are: [CH2:1]([O:8][C:9]([N:11]1[CH2:20][CH2:19][C:18]2[C:13](=[CH:14][C:15]([O:21][CH2:22][C:23]3([C:29]([O:31][CH2:32][CH3:33])=[O:30])[CH2:28][CH2:27][NH:26][CH2:25][CH2:24]3)=[CH:16][CH:17]=2)[CH2:12]1)=[O:10])[C:2]1[CH:7]=[CH:6][CH:5]=[CH:4][CH:3]=1.C(N(CC)CC)C.[Cl:41][C:42]1[N:47]=[C:46](Cl)[CH:45]=[CH:44][N:43]=1.O. Given the product [CH2:1]([O:8][C:9]([N:11]1[CH2:20][CH2:19][C:18]2[C:13](=[CH:14][C:15]([O:21][CH2:22][C:23]3([C:29]([O:31][CH2:32][CH3:33])=[O:30])[CH2:24][CH2:25][N:26]([C:44]4[CH:45]=[CH:46][N:47]=[C:42]([Cl:41])[N:43]=4)[CH2:27][CH2:28]3)=[CH:16][CH:17]=2)[CH2:12]1)=[O:10])[C:2]1[CH:3]=[CH:4][CH:5]=[CH:6][CH:7]=1, predict the reactants needed to synthesize it. (7) Given the product [Cl:18][C:17]1[C:4]2[N:3]=[C:2]([NH:27][C:26]3[CH:28]=[CH:29][C:30]([Cl:32])=[CH:31][C:25]=3[Cl:24])[N:6]([CH2:7][C:8]([O:10][CH:11]([CH3:13])[CH3:12])=[O:9])[C:5]=2[C:14]([CH:19]([CH2:22][CH3:23])[CH2:20][CH3:21])=[CH:15][CH:16]=1, predict the reactants needed to synthesize it. The reactants are: Cl[C:2]1[N:6]([CH2:7][C:8]([O:10][CH:11]([CH3:13])[CH3:12])=[O:9])[C:5]2[C:14]([CH:19]([CH2:22][CH3:23])[CH2:20][CH3:21])=[CH:15][CH:16]=[C:17]([Cl:18])[C:4]=2[N:3]=1.[Cl:24][C:25]1[CH:31]=[C:30]([Cl:32])[CH:29]=[CH:28][C:26]=1[NH2:27].C(=O)([O-])O.[Na+]. (8) The reactants are: [Cl:1][C:2]1[N:7]=[C:6]([C:8]2[S:12][C:11]([CH:13]([CH3:15])[CH3:14])=[N:10][C:9]=2[C:16]2[C:17]([F:23])=[C:18]([CH:20]=[CH:21][CH:22]=2)[NH2:19])[CH:5]=[CH:4][N:3]=1.[S:24]1[CH:28]=[CH:27][N:26]=[C:25]1[S:29](Cl)(=[O:31])=[O:30]. Given the product [Cl:1][C:2]1[N:7]=[C:6]([C:8]2[S:12][C:11]([CH:13]([CH3:15])[CH3:14])=[N:10][C:9]=2[C:16]2[C:17]([F:23])=[C:18]([NH:19][S:29]([C:25]3[S:24][CH:28]=[CH:27][N:26]=3)(=[O:31])=[O:30])[CH:20]=[CH:21][CH:22]=2)[CH:5]=[CH:4][N:3]=1, predict the reactants needed to synthesize it. (9) Given the product [CH2:15]([CH:9]1[C:8]([C:5]2[CH:6]=[CH:7][C:2]3[N:1]=[C:21]([C:20]4[CH:24]=[CH:25][C:26]([O:28][CH3:29])=[CH:27][C:19]=4[F:18])[O:17][C:3]=3[CH:4]=2)=[N:13][NH:12][C:11](=[O:14])[CH2:10]1)[CH3:16], predict the reactants needed to synthesize it. The reactants are: [NH2:1][C:2]1[CH:7]=[CH:6][C:5]([C:8]2[CH:9]([CH2:15][CH3:16])[CH2:10][C:11](=[O:14])[NH:12][N:13]=2)=[CH:4][C:3]=1[OH:17].[F:18][C:19]1[CH:27]=[C:26]([O:28][CH3:29])[CH:25]=[CH:24][C:20]=1[C:21](Cl)=O.N1C=CC=CC=1.O.C1(C)C=CC(S(O)(=O)=O)=CC=1. (10) The reactants are: [C:1]([NH:4][C:5]1[CH:6]=[C:7]([CH:10]=[CH:11][CH:12]=1)[CH2:8]Cl)(=[O:3])[CH3:2].[OH:13][C:14]1[CH:19]=[CH:18][C:17]([C:20]2[N:25]=[C:24]([C:26]#[N:27])[C:23]3[N:28]=[CH:29][N:30](C)[C:22]=3[CH:21]=2)=[CH:16][C:15]=1[C:32]([F:35])([F:34])[F:33].[I-].[Na+].C(=O)([O-])[O-].[K+].[K+]. Given the product [C:1]([NH:4][C:5]1[CH:6]=[C:7]([CH:10]=[CH:11][CH:12]=1)[CH2:8][O:13][C:14]1[CH:19]=[CH:18][C:17]([C:20]2[N:25]=[C:24]([C:26]#[N:27])[C:23]3[N:28]=[CH:29][NH:30][C:22]=3[CH:21]=2)=[CH:16][C:15]=1[C:32]([F:35])([F:34])[F:33])(=[O:3])[CH3:2], predict the reactants needed to synthesize it.